This data is from Full USPTO retrosynthesis dataset with 1.9M reactions from patents (1976-2016). The task is: Predict the reactants needed to synthesize the given product. (1) Given the product [CH3:8][O:9][CH2:10][O:11][C:12]1[C:17]([CH3:18])=[CH:16][CH:15]=[C:14]([O:19][CH2:20][O:21][CH3:22])[C:13]=1[C:23](=[CH2:1])[C:24]([O:26][CH2:27][CH3:28])=[O:25], predict the reactants needed to synthesize it. The reactants are: [C:1]1(C)C=CC=CC=1.[CH3:8][O:9][CH2:10][O:11][C:12]1[C:17]([CH3:18])=[CH:16][CH:15]=[C:14]([O:19][CH2:20][O:21][CH3:22])[C:13]=1[C:23](=O)[C:24]([O:26][CH2:27][CH3:28])=[O:25]. (2) Given the product [CH:37]1([C:20]([C:13]2[CH:14]=[CH:15][C:16]3[C:17]4[N:18]=[CH:19][C:7]([C:6]5[N:5]([CH3:36])[N:4]=[N:3][C:2]=5[CH3:1])=[CH:8][C:9]=4[N:10]([C@@H:23]([CH:30]4[CH2:31][CH2:32][O:33][CH2:34][CH2:35]4)[C:24]4[CH:25]=[CH:26][CH:27]=[CH:28][CH:29]=4)[C:11]=3[CH:12]=2)([OH:22])[CH3:21])[CH2:39][CH2:38]1, predict the reactants needed to synthesize it. The reactants are: [CH3:1][C:2]1[N:3]=[N:4][N:5]([CH3:36])[C:6]=1[C:7]1[CH:19]=[N:18][C:17]2[C:16]3[CH:15]=[CH:14][C:13]([C:20](=[O:22])[CH3:21])=[CH:12][C:11]=3[N:10]([C@@H:23]([CH:30]3[CH2:35][CH2:34][O:33][CH2:32][CH2:31]3)[C:24]3[CH:29]=[CH:28][CH:27]=[CH:26][CH:25]=3)[C:9]=2[CH:8]=1.[CH:37]1([Mg]Br)[CH2:39][CH2:38]1. (3) Given the product [CH3:17][C:14]1[N:15]=[CH:16][C:11]([C:9]2[N:8]([C:18]3[CH:19]=[N:20][CH:21]=[CH:22][CH:23]=3)[N:7]=[C:6]([C:4]([OH:5])=[O:3])[CH:10]=2)=[N:12][CH:13]=1, predict the reactants needed to synthesize it. The reactants are: C([O:3][C:4]([C:6]1[CH:10]=[C:9]([C:11]2[CH:16]=[N:15][C:14]([CH3:17])=[CH:13][N:12]=2)[N:8]([C:18]2[CH:19]=[N:20][CH:21]=[CH:22][CH:23]=2)[N:7]=1)=[O:5])C.[OH-].[Na+]. (4) The reactants are: [CH3:1][C:2]1[N:3]=[C:4]([N:12]2[CH:17]=[CH:16][C:15]([C:18]3[CH:23]=[CH:22][CH:21]=[CH:20][CH:19]=3)=[CH:14][C:13]2=[O:24])[S:5][C:6]=1[C:7]([O:9]CC)=[O:8].[OH-].[Li+].C(O)(=O)C. Given the product [CH3:1][C:2]1[N:3]=[C:4]([N:12]2[CH:17]=[CH:16][C:15]([C:18]3[CH:23]=[CH:22][CH:21]=[CH:20][CH:19]=3)=[CH:14][C:13]2=[O:24])[S:5][C:6]=1[C:7]([OH:9])=[O:8], predict the reactants needed to synthesize it. (5) Given the product [Br:1][C:2]1[N:3]=[CH:4][C:5]([NH:8][C:12](=[O:13])[C:11]2[C:10]([F:9])=[CH:18][CH:17]=[CH:16][C:15]=2[F:19])=[CH:6][CH:7]=1, predict the reactants needed to synthesize it. The reactants are: [Br:1][C:2]1[CH:7]=[CH:6][C:5]([NH2:8])=[CH:4][N:3]=1.[F:9][C:10]1[CH:18]=[CH:17][CH:16]=[C:15]([F:19])[C:11]=1[C:12](Cl)=[O:13].N1C=CC=CC=1. (6) Given the product [C:27]([CH2:30][N+:31]1[CH:36]=[CH:35][CH:34]=[C:33]([C:37]([C:39]2[N:40]=[CH:41][N:42]3[CH:46]=[C:45]([C:47]4[C@H:48]([CH3:64])[C@@H:49]5[C@@H:59]([C@H:60]([OH:62])[CH3:61])[C:58](=[O:63])[N:50]5[C:51]=4[C:52]([O-:54])=[O:53])[S:44][C:43]=23)=[O:38])[CH:32]=1)(=[O:29])[NH2:28], predict the reactants needed to synthesize it. The reactants are: CC1(C)CC(=O)CC(=O)C1.C(=O)(O)[O-].[Na+].P(OCC)(OCC)OCC.[I-].[C:27]([CH2:30][N+:31]1[CH:36]=[CH:35][CH:34]=[C:33]([C:37]([C:39]2[N:40]=[CH:41][N:42]3[CH:46]=[C:45]([C:47]4[C@H:48]([CH3:64])[C@@H:49]5[C@@H:59]([C@H:60]([OH:62])[CH3:61])[C:58](=[O:63])[N:50]5[C:51]=4[C:52]([O:54]CC=C)=[O:53])[S:44][C:43]=23)=[O:38])[CH:32]=1)(=[O:29])[NH2:28].